Predict the product of the given reaction. From a dataset of Forward reaction prediction with 1.9M reactions from USPTO patents (1976-2016). Given the reactants [OH:1][C@H:2]1[C:10]2[C:5](=[CH:6][CH:7]=[CH:8][CH:9]=2)[CH2:4][C@:3]1([CH2:20][C:21]1[CH:29]=[CH:28][C:24]([C:25]([OH:27])=[O:26])=[CH:23][CH:22]=1)[C:11]1[CH2:12][C:13]2[C:18]([CH:19]=1)=[CH:17][CH:16]=[CH:15][CH:14]=2.[C:30]([O-])([O-])=O.[K+].[K+].CI, predict the reaction product. The product is: [OH:1][C@H:2]1[C:10]2[C:5](=[CH:6][CH:7]=[CH:8][CH:9]=2)[CH2:4][C@:3]1([CH2:20][C:21]1[CH:29]=[CH:28][C:24]([C:25]([O:27][CH3:30])=[O:26])=[CH:23][CH:22]=1)[C:11]1[CH2:12][C:13]2[C:18]([CH:19]=1)=[CH:17][CH:16]=[CH:15][CH:14]=2.